From a dataset of HIV replication inhibition screening data with 41,000+ compounds from the AIDS Antiviral Screen. Binary Classification. Given a drug SMILES string, predict its activity (active/inactive) in a high-throughput screening assay against a specified biological target. (1) The molecule is CCOC(=O)C(NC(=O)CC)(Nc1ccccc1OC)C(F)(F)F. The result is 0 (inactive). (2) The molecule is CCOC(=O)NC(C(F)(F)F)(C(F)(F)F)P(=O)(OC(C)C)OC(C)C. The result is 0 (inactive). (3) The compound is COC(=O)c1c2c(cc3c1CC1(Cc4cc5c(cc4C1)CCCC5)C3)CCCC2. The result is 0 (inactive). (4) The compound is CCOC(=O)c1c(NC(=O)c2ccccc2)sc2c1CCC2. The result is 0 (inactive). (5) The drug is C=C(Br)CNC(=O)Nc1ccc(Cl)c(Cl)c1. The result is 0 (inactive). (6) The result is 0 (inactive). The drug is Cc1cc(C)c(C)c(-n2[nH]c(=O)n(C)c2=O)c1C. (7) The drug is O=S(=O)(O)c1cc(N=Nc2cc(S(=O)(=O)O)c3cccnc3c2O)ccc1C(O)C(O)c1ccc(N=Nc2cc(S(=O)(=O)O)c3cccnc3c2O)cc1S(=O)(=O)O.[NaH]. The result is 1 (active). (8) The drug is OCC1OC(O)C(N=CC=Cc2ccccc2)C(O)C1O. The result is 0 (inactive). (9) The molecule is CN1c2ccccc2C(=O)NC12CCNCC2. The result is 0 (inactive).